Dataset: Reaction yield outcomes from USPTO patents with 853,638 reactions. Task: Predict the reaction yield, written as a fraction of the theoretical maximum amount of product (1.0 means a 100% yield; for example, 0.34 means a 34% yield). (1) The reactants are [NH2:1][C:2]1[C:7]2[O:8][CH2:9][CH2:10][N:11]([C:12]([O:14][C:15]([CH3:18])([CH3:17])[CH3:16])=[O:13])[C:6]=2[CH:5]=[CH:4][N:3]=1.Br[CH:20]([CH3:28])[C:21](=O)[C:22]([O:24][CH2:25][CH3:26])=[O:23]. The catalyst is C1COCC1. The product is [CH3:28][C:20]1[N:3]2[C:2]([C:7]3[O:8][CH2:9][CH2:10][N:11]([C:12]([O:14][C:15]([CH3:18])([CH3:17])[CH3:16])=[O:13])[C:6]=3[CH:5]=[CH:4]2)=[N:1][C:21]=1[C:22]([O:24][CH2:25][CH3:26])=[O:23]. The yield is 0.250. (2) The reactants are Cl[C:2]1[CH:7]=[C:6]([C:8]2[CH:13]=[C:12]([Cl:14])[CH:11]=[CH:10][C:9]=2[CH3:15])[N:5]=[C:4]([CH3:16])[N:3]=1.[Cl:17][C:18]1[CH:24]=[CH:23][C:21]([NH2:22])=[CH:20][CH:19]=1. No catalyst specified. The product is [Cl:14][C:12]1[CH:11]=[CH:10][C:9]([CH3:15])=[C:8]([C:6]2[N:5]=[C:4]([CH3:16])[N:3]=[C:2]([NH:22][C:21]3[CH:23]=[CH:24][C:18]([Cl:17])=[CH:19][CH:20]=3)[CH:7]=2)[CH:13]=1. The yield is 0.970. (3) The reactants are [Br:1][C:2]1[CH:6]=[N:5][N:4]([CH3:7])[C:3]=1[C:8]1[CH:9]=[C:10]([NH2:23])[CH:11]=[CH:12][C:13]=1[O:14][CH2:15][CH2:16][N:17]1[CH2:22][CH2:21][O:20][CH2:19][CH2:18]1.[CH:24]1([C:29](O)=[O:30])[CH2:28][CH2:27][CH2:26][CH2:25]1.CN(C(ON1N=NC2C=CC=NC1=2)=[N+](C)C)C.F[P-](F)(F)(F)(F)F.C(N(CC)CC)C. The catalyst is CN(C=O)C. The product is [Br:1][C:2]1[CH:6]=[N:5][N:4]([CH3:7])[C:3]=1[C:8]1[CH:9]=[C:10]([NH:23][C:29]([CH:24]2[CH2:28][CH2:27][CH2:26][CH2:25]2)=[O:30])[CH:11]=[CH:12][C:13]=1[O:14][CH2:15][CH2:16][N:17]1[CH2:18][CH2:19][O:20][CH2:21][CH2:22]1. The yield is 0.210. (4) The reactants are [C:1]([O:5][C:6]([NH:8][C@H:9]1[CH2:14][CH2:13][CH2:12][CH2:11][C@H:10]1[NH:15][C:16]1[CH:25]=[C:24]([C:26]#[N:27])[C:19]([C:20]([O:22]C)=O)=[C:18]([C:28]2[CH:29]=[N:30][N:31]([CH3:33])[CH:32]=2)[N:17]=1)=[O:7])([CH3:4])([CH3:3])[CH3:2]. The catalyst is [Pd].CO.CC(O)=O. The product is [CH3:33][N:31]1[CH:32]=[C:28]([C:18]2[C:19]3[C:20](=[O:22])[NH:27][CH2:26][C:24]=3[CH:25]=[C:16]([NH:15][C@@H:10]3[CH2:11][CH2:12][CH2:13][CH2:14][C@@H:9]3[NH:8][C:6](=[O:7])[O:5][C:1]([CH3:3])([CH3:4])[CH3:2])[N:17]=2)[CH:29]=[N:30]1. The yield is 0.581. (5) The reactants are [CH3:1][O:2][CH:3]([O:6][CH3:7])[CH2:4][NH2:5].C(=O)(O)[O-].[Na+].[F:13][C:14]1[CH:15]=[C:16]([CH:20]=[CH:21][C:22]=1[N+:23]([O-:25])=[O:24])[C:17](Cl)=[O:18]. The catalyst is O1CCCC1. The product is [CH3:1][O:2][CH:3]([O:6][CH3:7])[CH2:4][NH:5][C:17](=[O:18])[C:16]1[CH:20]=[CH:21][C:22]([N+:23]([O-:25])=[O:24])=[C:14]([F:13])[CH:15]=1. The yield is 0.900. (6) The reactants are [NH2:1][C:2]1[CH:3]=[C:4]([OH:9])[CH:5]=[CH:6][C:7]=1[Cl:8].I[C:11]1[CH:12]=[CH:13][C:14]2[N:15]([CH:17]=[C:18]([NH:20][C:21]([CH:23]3[CH2:25][CH:24]3[CH3:26])=[O:22])[N:19]=2)[N:16]=1.C(=O)([O-])[O-].[K+].[K+]. The catalyst is CN(C)C=O. The product is [NH2:1][C:2]1[CH:3]=[C:4]([CH:5]=[CH:6][C:7]=1[Cl:8])[O:9][C:11]1[CH:12]=[CH:13][C:14]2[N:15]([CH:17]=[C:18]([NH:20][C:21]([CH:23]3[CH2:25][CH:24]3[CH3:26])=[O:22])[N:19]=2)[N:16]=1. The yield is 0.730.